From a dataset of Forward reaction prediction with 1.9M reactions from USPTO patents (1976-2016). Predict the product of the given reaction. (1) Given the reactants [CH3:1][C:2]1[C:7]([N+:8]([O-:10])=[O:9])=[CH:6][N:5]=[C:4]([OH:11])[CH:3]=1.C(N(CC)CC)C.[F:19][C:20]([F:33])([F:32])[S:21](O[S:21]([C:20]([F:33])([F:32])[F:19])(=[O:23])=[O:22])(=[O:23])=[O:22].C(=O)(O)[O-].[Na+], predict the reaction product. The product is: [F:19][C:20]([F:33])([F:32])[S:21]([O:11][C:4]1[CH:3]=[C:2]([CH3:1])[C:7]([N+:8]([O-:10])=[O:9])=[CH:6][N:5]=1)(=[O:23])=[O:22]. (2) Given the reactants [NH:1]1[CH:5]=[C:4](B(O)O)[CH:3]=[N:2]1.Cl[C:10]1[C:14]2[CH:15]=[C:16]([CH:28]=[O:29])[C:17]([N:20]3[CH2:25][C@H:24]([CH3:26])[O:23][C@H:22]([CH3:27])[CH2:21]3)=[C:18]([F:19])[C:13]=2[O:12][N:11]=1.C1(P(C2CCCCC2)C2C=CC=CC=2C2C(OC)=CC=CC=2OC)CCCCC1, predict the reaction product. The product is: [CH3:27][C@H:22]1[O:23][C@@H:24]([CH3:26])[CH2:25][N:20]([C:17]2[C:16]([CH:28]=[O:29])=[CH:15][C:14]3[C:10]([C:4]4[CH:3]=[N:2][NH:1][CH:5]=4)=[N:11][O:12][C:13]=3[C:18]=2[F:19])[CH2:21]1.